From a dataset of Forward reaction prediction with 1.9M reactions from USPTO patents (1976-2016). Predict the product of the given reaction. (1) Given the reactants [CH3:1][O:2][C:3]1[CH:12]=[C:11]2[C:6]([C:7](=O)[NH:8][CH:9]=[N:10]2)=[CH:5][CH:4]=1.S(Cl)([Cl:16])=O, predict the reaction product. The product is: [Cl:16][C:7]1[C:6]2[C:11](=[CH:12][C:3]([O:2][CH3:1])=[CH:4][CH:5]=2)[N:10]=[CH:9][N:8]=1. (2) Given the reactants [OH:1][C:2]1[CH:11]=[C:10]2[C:5]([C:6]([O:12][C:13]3[CH:14]=[C:15]4[C:19](=[CH:20][CH:21]=3)[NH:18][CH:17]=[CH:16]4)=[N:7][CH:8]=[N:9]2)=[CH:4][C:3]=1[O:22][CH3:23].C(=O)([O-])[O-].C1(C)C=CC(S([CH2:37][C@@H:38]2[NH:42][C:41](=[O:43])[CH2:40][CH2:39]2)(=O)=O)=CC=1, predict the reaction product. The product is: [NH:18]1[C:19]2[C:15](=[CH:14][C:13]([O:12][C:6]3[C:5]4[C:10](=[CH:11][C:2]([O:1][CH2:37][C@@H:38]5[NH:42][C:41](=[O:43])[CH2:40][CH2:39]5)=[C:3]([O:22][CH3:23])[CH:4]=4)[N:9]=[CH:8][N:7]=3)=[CH:21][CH:20]=2)[CH:16]=[CH:17]1. (3) Given the reactants [CH2:1]([C:3]1[S:7][C:6]([NH2:8])=[N:5][N:4]=1)[CH3:2].Br[C:10]1[C:11](=[O:18])[N:12]([CH3:17])[CH:13]=[C:14]([Br:16])[CH:15]=1.CC1(C)C2C(=C(P(C3C=CC=CC=3)C3C=CC=CC=3)C=CC=2)OC2C(P(C3C=CC=CC=3)C3C=CC=CC=3)=CC=CC1=2.C([O-])([O-])=O.[Cs+].[Cs+], predict the reaction product. The product is: [Br:16][C:14]1[CH:15]=[C:10]([NH:8][C:6]2[S:7][C:3]([CH2:1][CH3:2])=[N:4][N:5]=2)[C:11](=[O:18])[N:12]([CH3:17])[CH:13]=1. (4) Given the reactants [F:1][C:2]([F:17])([F:16])[C:3]1[CH:8]=[CH:7][C:6]([N:9]2[CH:13]=[CH:12][C:11]([CH2:14][OH:15])=[N:10]2)=[CH:5][CH:4]=1.CC(OI1(OC(C)=O)(OC(C)=O)OC(=O)C2C=CC=CC1=2)=O, predict the reaction product. The product is: [F:17][C:2]([F:1])([F:16])[C:3]1[CH:4]=[CH:5][C:6]([N:9]2[CH:13]=[CH:12][C:11]([CH:14]=[O:15])=[N:10]2)=[CH:7][CH:8]=1.